From a dataset of Forward reaction prediction with 1.9M reactions from USPTO patents (1976-2016). Predict the product of the given reaction. (1) Given the reactants [CH2:1]([O:8][C:9]1[CH:10]=[CH:11][C:12]([N:15]2[CH2:20][CH2:19][NH:18][CH2:17][CH2:16]2)=[N:13][CH:14]=1)[C:2]1[CH:7]=[CH:6][CH:5]=[CH:4][CH:3]=1.C(N(CC)CC)C.[CH3:28][S:29](Cl)(=[O:31])=[O:30], predict the reaction product. The product is: [CH2:1]([O:8][C:9]1[CH:10]=[CH:11][C:12]([N:15]2[CH2:20][CH2:19][N:18]([S:29]([CH3:28])(=[O:31])=[O:30])[CH2:17][CH2:16]2)=[N:13][CH:14]=1)[C:2]1[CH:3]=[CH:4][CH:5]=[CH:6][CH:7]=1. (2) The product is: [CH3:1][C:2]1([CH3:22])[CH2:11][C:10]([CH3:12])([CH3:13])[C:9]2[C:4](=[CH:5][CH:6]=[C:7]([CH:14]([CH2:17][CH2:18][CH2:19][CH2:20][CH3:21])[CH2:15][O:16][C:43]3[CH:52]=[CH:51][C:46]([C:47]([O:49][CH3:50])=[O:48])=[CH:45][CH:44]=3)[CH:8]=2)[O:3]1. Given the reactants [CH3:1][C:2]1([CH3:22])[CH2:11][C:10]([CH3:13])([CH3:12])[C:9]2[C:4](=[CH:5][CH:6]=[C:7]([CH:14]([CH2:17][CH2:18][CH2:19][CH2:20][CH3:21])[CH2:15][OH:16])[CH:8]=2)[O:3]1.C1(P(C2C=CC=CC=2)C2C=CC=CC=2)C=CC=CC=1.O[C:43]1[CH:52]=[CH:51][C:46]([C:47]([O:49][CH3:50])=[O:48])=[CH:45][CH:44]=1.N(C(OCC)=O)=NC(OCC)=O, predict the reaction product. (3) Given the reactants [N:1]1([CH:6]2[CH2:10][CH2:9][C:8](=O)[CH2:7]2)[CH:5]=[CH:4][N:3]=[CH:2]1.Cl.[NH2:13][OH:14], predict the reaction product. The product is: [N:1]1([CH:6]2[CH2:10][CH2:9][C:8](=[N:13][OH:14])[CH2:7]2)[CH:5]=[CH:4][N:3]=[CH:2]1. (4) The product is: [CH3:1][O:2][C:3]1[CH:4]=[C:5]2[C:9](=[CH:10][C:11]=1[O:12][CH3:13])[N:8]([CH3:14])[CH:7]=[C:6]2[C:15]1[NH:31][C:18]2=[N:19][CH:20]=[CH:21][C:22]([CH:23]([C:25]3[CH:26]=[CH:27][CH:28]=[CH:29][CH:30]=3)[OH:24])=[C:17]2[CH:16]=1. Given the reactants [CH3:1][O:2][C:3]1[CH:4]=[C:5]2[C:9](=[CH:10][C:11]=1[O:12][CH3:13])[N:8]([CH3:14])[CH:7]=[C:6]2[C:15]1[N:31](S(C2C=CC(C)=CC=2)(=O)=O)[C:18]2=[N:19][CH:20]=[CH:21][C:22]([CH:23]([C:25]3[CH:30]=[CH:29][CH:28]=[CH:27][CH:26]=3)[OH:24])=[C:17]2[CH:16]=1.[OH-].[K+], predict the reaction product. (5) The product is: [C:26]([O:25][C:23]([CH:20]1[CH2:21][CH2:22][N:17]([C:2]2[C:12]([C:13]#[N:14])=[CH:11][C:5]([C:6]([O:8][CH2:9][CH3:10])=[O:7])=[C:4]([CH3:15])[N:3]=2)[CH2:18][CH2:19]1)=[O:24])([CH3:29])([CH3:27])[CH3:28]. Given the reactants Cl[C:2]1[C:12]([C:13]#[N:14])=[CH:11][C:5]([C:6]([O:8][CH2:9][CH3:10])=[O:7])=[C:4]([CH3:15])[N:3]=1.Cl.[NH:17]1[CH2:22][CH2:21][CH:20]([C:23]([O:25][C:26]([CH3:29])([CH3:28])[CH3:27])=[O:24])[CH2:19][CH2:18]1.CCN(C(C)C)C(C)C, predict the reaction product. (6) Given the reactants [CH2:1]([N:8]([CH2:21][C:22]1[CH:39]=[CH:38][C:25]([O:26][C:27]2[CH:37]=[CH:36][C:30]([O:31][CH2:32][C:33](O)=[O:34])=[CH:29][CH:28]=2)=[CH:24][CH:23]=1)[C:9]1[CH:14]=[CH:13][CH:12]=[C:11]([NH:15][S:16]([CH3:19])(=[O:18])=[O:17])[C:10]=1[CH3:20])[C:2]1[CH:7]=[CH:6][CH:5]=[CH:4][CH:3]=1.Cl.C([O:43][C:44](=[O:48])[CH2:45][NH:46][CH3:47])C, predict the reaction product. The product is: [CH2:1]([N:8]([CH2:21][C:22]1[CH:23]=[CH:24][C:25]([O:26][C:27]2[CH:28]=[CH:29][C:30]([O:31][CH2:32][C:33]([N:46]([CH3:47])[CH2:45][C:44]([OH:48])=[O:43])=[O:34])=[CH:36][CH:37]=2)=[CH:38][CH:39]=1)[C:9]1[CH:14]=[CH:13][CH:12]=[C:11]([NH:15][S:16]([CH3:19])(=[O:17])=[O:18])[C:10]=1[CH3:20])[C:2]1[CH:3]=[CH:4][CH:5]=[CH:6][CH:7]=1. (7) Given the reactants O=[C:2]1[C:11]2[C:6](=[CH:7][C:8]([O:18][C@H:19]3[CH2:23][CH2:22][O:21][CH2:20]3)=[C:9]([O:12][C@H:13]3[CH2:17][CH2:16][O:15][CH2:14]3)[CH:10]=2)[N:5]=[CH:4][NH:3]1.S(Cl)([Cl:26])=O.CN(C)C=O, predict the reaction product. The product is: [Cl:26][C:2]1[C:11]2[C:6](=[CH:7][C:8]([O:18][C@H:19]3[CH2:23][CH2:22][O:21][CH2:20]3)=[C:9]([O:12][C@H:13]3[CH2:17][CH2:16][O:15][CH2:14]3)[CH:10]=2)[N:5]=[CH:4][N:3]=1.